From a dataset of M1 muscarinic receptor antagonist screen with 61,756 compounds. Binary Classification. Given a drug SMILES string, predict its activity (active/inactive) in a high-throughput screening assay against a specified biological target. (1) The drug is S(=O)(=O)(NCc1occc1)c1ccc(NC(=O)COc2c(F)cccc2)cc1. The result is 0 (inactive). (2) The drug is s1c2n(c(c1C(=O)Nc1ccncc1)C)cc(n2)c1ccc(OC)cc1. The result is 0 (inactive). (3) The compound is S=c1n(CC2OCCC2)c(=O)c2c([nH]1)cc(cc2)C(OC)=O. The result is 0 (inactive). (4) The result is 0 (inactive). The drug is O=c1n(CC(C)C)c(N)c(c(=O)n1C)C(=O)COC(=O)c1c(n(nc1C)c1ccccc1)C.